This data is from Reaction yield outcomes from USPTO patents with 853,638 reactions. The task is: Predict the reaction yield, written as a fraction of the theoretical maximum amount of product (1.0 means a 100% yield; for example, 0.34 means a 34% yield). (1) The reactants are C([O:8][C:9]1[C:10]([O:22][CH3:23])=[CH:11][C:12]([C:20]#[N:21])=[C:13]([N:15]=[CH:16][N:17]([CH3:19])[CH3:18])[CH:14]=1)C1C=CC=CC=1.FC(F)(F)C([O-])=O. The catalyst is FC(F)(F)C(O)=O. The product is [C:20]([C:12]1[CH:11]=[C:10]([O:22][CH3:23])[C:9]([OH:8])=[CH:14][C:13]=1[N:15]=[CH:16][N:17]([CH3:18])[CH3:19])#[N:21]. The yield is 0.950. (2) The reactants are Cl.Cl.[CH3:3][C:4]1([CH3:26])[CH:13]=[CH:12][C:11]2[C:6](=[C:7]([CH2:14][N:15]3[CH2:20][CH2:19][C:18]4([CH2:25][CH2:24][NH:23][CH2:22][CH2:21]4)[CH2:17][CH2:16]3)[CH:8]=[CH:9][CH:10]=2)[O:5]1.[NH2:27][C:28]1[N:29]=[N:30][CH:31]=[CH:32][C:33]=1[C:34](O)=[O:35].C1CN([P+](ON2N=NC3C=CC=CC2=3)(N2CCCC2)N2CCCC2)CC1.F[P-](F)(F)(F)(F)F.C(N(CC)CC)C. The catalyst is ClCCl. The product is [CH3:3][C:4]1([CH3:26])[CH:13]=[CH:12][C:11]2[C:6](=[C:7]([CH2:14][N:15]3[CH2:20][CH2:19][C:18]4([CH2:25][CH2:24][N:23]([C:34]([C:33]5[CH:32]=[CH:31][N:30]=[N:29][C:28]=5[NH2:27])=[O:35])[CH2:22][CH2:21]4)[CH2:17][CH2:16]3)[CH:8]=[CH:9][CH:10]=2)[O:5]1. The yield is 0.240. (3) The reactants are [Cl:1][CH2:2][CH2:3][CH2:4][C:5]([C:7]1[CH:12]=[CH:11][C:10]([C:13]([CH3:19])([CH3:18])[C:14]([O:16][CH3:17])=[O:15])=[CH:9][CH:8]=1)=[O:6].[C:20]1([C:26]([C:34]2[CH:39]=[CH:38][CH:37]=[CH:36][CH:35]=2)([CH:28]2[CH2:33][CH2:32][NH:31][CH2:30][CH2:29]2)[OH:27])[CH:25]=[CH:24][CH:23]=[CH:22][CH:21]=1. The catalyst is C1(C)C=CC=CC=1. The product is [ClH:1].[OH:27][C:26]([C:34]1[CH:39]=[CH:38][CH:37]=[CH:36][CH:35]=1)([C:20]1[CH:21]=[CH:22][CH:23]=[CH:24][CH:25]=1)[CH:28]1[CH2:33][CH2:32][N:31]([CH2:2][CH2:3][CH2:4][C:5]([C:7]2[CH:12]=[CH:11][C:10]([C:13]([CH3:19])([CH3:18])[C:14]([O:16][CH3:17])=[O:15])=[CH:9][CH:8]=2)=[O:6])[CH2:30][CH2:29]1. The yield is 0.760. (4) The reactants are Cl[C:2]1[N:7]=[CH:6][N:5]=[C:4]([NH:8][CH:9]2[CH2:14][CH2:13][CH2:12][N:11](C(OC(C)(C)C)=O)[CH2:10]2)[CH:3]=1.[Cl:22][C:23]1[CH:24]=[C:25]([CH:27]=[CH:28][C:29]=1[F:30])[NH2:26]. The catalyst is CCOC(C)=O. The product is [Cl:22][C:23]1[CH:24]=[C:25]([NH:26][C:2]2[CH:3]=[C:4]([NH:8][CH:9]3[CH2:14][CH2:13][CH2:12][NH:11][CH2:10]3)[N:5]=[CH:6][N:7]=2)[CH:27]=[CH:28][C:29]=1[F:30]. The yield is 0.850. (5) The reactants are Br[CH:2]([CH3:14])[C:3]([NH:5][O:6][CH2:7][C:8]1[CH:13]=[CH:12][CH:11]=[CH:10][CH:9]=1)=[O:4].[O:15]1[CH:19]=[CH:18][CH:17]=[CH:16]1.[CH3:20]COC(C)=O. No catalyst specified. The product is [CH3:20][C@H:2]1[C@@H:14]2[C:16](=[O:15])[C@H:17]([CH:18]=[CH:19]2)[N:5]([O:6][CH2:7][C:8]2[CH:13]=[CH:12][CH:11]=[CH:10][CH:9]=2)[C:3]1=[O:4]. The yield is 0.670. (6) The reactants are [F:1][CH2:2][CH2:3][CH2:4][OH:5].[C:6]1(P([C:6]2[CH:11]=[CH:10][CH:9]=[CH:8][CH:7]=2)[C:6]2[CH:11]=[CH:10][CH:9]=[CH:8][CH:7]=2)[CH:11]=[CH:10][CH:9]=[CH:8][CH:7]=1.N(C([O:35][CH:36]([CH3:38])[CH3:37])=O)=NC([O:35][CH:36]([CH3:38])[CH3:37])=O. The catalyst is C1COCC1. The product is [F:1][CH2:2][CH2:3][CH2:4][O:5][C:11]1[CH:10]=[C:37]2[C:8]([CH2:9][CH2:38][C:36]2=[O:35])=[CH:7][CH:6]=1. The yield is 0.810. (7) The product is [CH:1]1[C:10]2[C:5](=[CH:6][CH:7]=[CH:8][CH:9]=2)[CH:4]=[CH:3][C:2]=1[CH2:11][O:12][CH:13]1[CH:18]([C:19]2[CH:24]=[CH:23][C:22]([O:25][CH2:26][CH2:27][CH2:28][C:29]3([C:34]4[CH:39]=[CH:38][CH:37]=[CH:36][CH:35]=4)[O:33][CH2:32][CH2:31][O:30]3)=[CH:21][CH:20]=2)[CH2:17][CH2:16][NH:15][CH2:14]1. The yield is 0.710. The reactants are [CH:1]1[C:10]2[C:5](=[CH:6][CH:7]=[CH:8][CH:9]=2)[CH:4]=[CH:3][C:2]=1[CH2:11][O:12][CH:13]1[CH:18]([C:19]2[CH:24]=[CH:23][C:22]([O:25][CH2:26][CH2:27][CH2:28][C:29]3([C:34]4[CH:39]=[CH:38][CH:37]=[CH:36][CH:35]=4)[O:33][CH2:32][CH2:31][O:30]3)=[CH:21][CH:20]=2)[CH2:17][CH2:16][N:15](C(OC(C)(C)C)=O)[CH2:14]1.O. The catalyst is C(Cl)Cl.[Br-].[Zn+2].[Br-]. (8) The reactants are [NH2:1][C:2](=[O:37])[CH2:3][O:4][C:5]1[C:14]([C:15]2[CH:16]=[CH:17][C:18]3[O:22][C:21]([C:23]4[CH:28]=[CH:27][C:26]([F:29])=[CH:25][CH:24]=4)=[C:20]([C:30](=[O:33])[NH:31][CH3:32])[C:19]=3[CH:34]=2)=[CH:13][C:8]([C:9]([O:11]C)=[O:10])=[C:7]([O:35][CH3:36])[CH:6]=1.CO.[OH-].[Na+]. The catalyst is C1COCC1. The product is [NH2:1][C:2](=[O:37])[CH2:3][O:4][C:5]1[C:14]([C:15]2[CH:16]=[CH:17][C:18]3[O:22][C:21]([C:23]4[CH:24]=[CH:25][C:26]([F:29])=[CH:27][CH:28]=4)=[C:20]([C:30](=[O:33])[NH:31][CH3:32])[C:19]=3[CH:34]=2)=[CH:13][C:8]([C:9]([OH:11])=[O:10])=[C:7]([O:35][CH3:36])[CH:6]=1. The yield is 0.600. (9) The reactants are [NH:1]([C:3]1[CH:11]=[CH:10][C:6]([C:7]([OH:9])=[O:8])=[CH:5][CH:4]=1)[NH2:2].[F:12][C:13]1[CH:20]=[CH:19][C:18]([I:21])=[CH:17][C:14]=1[CH:15]=O.C(=O)([O-])[O-].[Cs+].[Cs+].Cl. The catalyst is CN(C=O)C.O. The product is [F:12][C:13]1[CH:20]=[CH:19][C:18]([I:21])=[CH:17][C:14]=1[CH:15]=[N:2][NH:1][C:3]1[CH:4]=[CH:5][C:6]([C:7]([OH:9])=[O:8])=[CH:10][CH:11]=1. The yield is 0.980.